Dataset: Catalyst prediction with 721,799 reactions and 888 catalyst types from USPTO. Task: Predict which catalyst facilitates the given reaction. (1) Product: [CH3:2][N:3]([CH3:8])[CH2:4][CH2:5][CH2:6][O:15][C:16]1[CH:21]=[CH:20][C:19]([C:22]2[CH:23]=[CH:24][C:25]([C:28]([O:30][CH2:31][CH3:32])=[O:29])=[CH:26][CH:27]=2)=[CH:18][C:17]=1[C:33]1[CH:42]=[CH:41][C:40]2[C:39]([CH3:44])([CH3:43])[CH2:38][CH2:37][C:36]([CH3:45])([CH3:46])[C:35]=2[CH:34]=1. Reactant: Cl.[CH3:2][N:3]([CH3:8])[CH2:4][CH2:5][CH2:6]Cl.C(=O)([O-])[O-].[K+].[K+].[OH:15][C:16]1[CH:21]=[CH:20][C:19]([C:22]2[CH:27]=[CH:26][C:25]([C:28]([O:30][CH2:31][CH3:32])=[O:29])=[CH:24][CH:23]=2)=[CH:18][C:17]=1[C:33]1[CH:42]=[CH:41][C:40]2[C:39]([CH3:44])([CH3:43])[CH2:38][CH2:37][C:36]([CH3:46])([CH3:45])[C:35]=2[CH:34]=1.O. The catalyst class is: 21. (2) Reactant: [CH3:1][Si](C=[N+]=[N-])(C)C.[C:8]([N:15]([CH2:20][CH:21]=[CH2:22])[CH2:16][C:17]([OH:19])=[O:18])([O:10][C:11]([CH3:14])([CH3:13])[CH3:12])=[O:9]. Product: [CH3:1][O:18][C:17](=[O:19])[CH2:16][N:15]([CH2:20][CH:21]=[CH2:22])[C:8]([O:10][C:11]([CH3:13])([CH3:14])[CH3:12])=[O:9]. The catalyst class is: 98.